This data is from Full USPTO retrosynthesis dataset with 1.9M reactions from patents (1976-2016). The task is: Predict the reactants needed to synthesize the given product. Given the product [CH3:4][O:3][C:1](=[O:2])[C@@H:8]([NH2:23])[CH2:12][S:13][CH2:14][C:15]1[CH:20]=[CH:19][C:18]([O:21][CH3:22])=[CH:17][CH:16]=1, predict the reactants needed to synthesize it. The reactants are: [C:1]([C@@:8]([NH2:23])([CH2:12][S:13][CH2:14][C:15]1[CH:20]=[CH:19][C:18]([O:21][CH3:22])=[CH:17][CH:16]=1)C(O)=O)([O:3][C:4](C)(C)C)=[O:2].